Dataset: Forward reaction prediction with 1.9M reactions from USPTO patents (1976-2016). Task: Predict the product of the given reaction. (1) Given the reactants [H-].[Na+].[CH2:3]([N:5]([CH2:13][C:14]1[NH:18][N:17]=[N:16][N:15]=1)[C:6](=[O:12])[O:7][C:8]([CH3:11])([CH3:10])[CH3:9])[CH3:4].IC.[CH3:21]COC(C)=O, predict the reaction product. The product is: [CH2:3]([N:5]([CH2:13][C:14]1[N:15]=[N:16][N:17]([CH3:21])[N:18]=1)[C:6](=[O:12])[O:7][C:8]([CH3:11])([CH3:9])[CH3:10])[CH3:4]. (2) Given the reactants [C:1]([C:3]1[C:4]([Cl:14])=[N:5][C:6](Cl)=[CH:7][C:8]=1[C:9]([F:12])([F:11])[F:10])#[N:2].N[CH:16]([CH2:19]C)[CH2:17][OH:18].[CH:21]([NH:24]C(C)C)(C)C.ClCl, predict the reaction product. The product is: [Cl:14][C:4]1[C:3]([C:1]#[N:2])=[C:8]([C:9]([F:12])([F:11])[F:10])[CH:7]=[C:6]([NH:24][CH2:21][CH:17]([OH:18])[CH2:16][CH3:19])[N:5]=1. (3) Given the reactants Cl[C:2]1[N:7]=[C:6]([NH:8][C:9]2[N:14]=[CH:13][C:12]3[N:15]=[C:16]([CH3:21])[N:17]([CH:18]([CH3:20])[CH3:19])[C:11]=3[CH:10]=2)[CH:5]=[CH:4][N:3]=1.[CH3:22][N:23]([CH3:42])[C:24]1[S:25][C:26]([Sn](CCCC)(CCCC)CCCC)=[CH:27][N:28]=1, predict the reaction product. The product is: [CH3:22][N:23]([CH3:42])[C:24]1[S:25][C:26]([C:2]2[N:7]=[C:6]([NH:8][C:9]3[N:14]=[CH:13][C:12]4[N:15]=[C:16]([CH3:21])[N:17]([CH:18]([CH3:20])[CH3:19])[C:11]=4[CH:10]=3)[CH:5]=[CH:4][N:3]=2)=[CH:27][N:28]=1. (4) Given the reactants [Cl:1][C:2]1[CH:18]=[C:17]([N+:19]([O-:21])=[O:20])[CH:16]=[CH:15][C:3]=1[O:4][C:5]1[CH:13]=[CH:12][CH:11]=[C:10]2[C:6]=1[CH2:7][CH2:8][C:9]2=[O:14].C[Si](C)(C)[C:24]([F:27])([F:26])[F:25].[F-].C([N+](CCCC)(CCCC)CCCC)CCC.O1CCCC1.Cl, predict the reaction product. The product is: [Cl:1][C:2]1[CH:18]=[C:17]([N+:19]([O-:21])=[O:20])[CH:16]=[CH:15][C:3]=1[O:4][C:5]1[CH:13]=[CH:12][CH:11]=[C:10]2[C:6]=1[CH2:7][CH2:8][C:9]2([C:24]([F:27])([F:26])[F:25])[OH:14]. (5) Given the reactants [Cl-].[CH3:2][O:3][CH2:4][N+:5]1([CH3:10])[CH2:9][CH2:8][CH2:7][CH2:6]1.[FH:11], predict the reaction product. The product is: [FH:11].[F-:11].[CH3:2][O:3][CH2:4][N+:5]1([CH3:10])[CH2:9][CH2:8][CH2:7][CH2:6]1. (6) Given the reactants [OH:1][C@H:2]([CH3:31])[C@H:3]([O:5][C:6]1[CH:7]=[C:8]([O:21][C:22]2[N:23]=[CH:24][C:25]([C:28](O)=[O:29])=[N:26][CH:27]=2)[CH:9]=[C:10]([C:12]([NH:14][C:15]2[CH:19]=[CH:18][N:17]([CH3:20])[N:16]=2)=[O:13])[CH:11]=1)[CH3:4].O[C@@H](C)[C@@H](OC1C=C(OC2N=C[C:56]([C:59](O)=O)=[N:57][CH:58]=2)C=C(C(NC2C=CN(C)N=2)=O)C=1)C, predict the reaction product. The product is: [N:57]1([C:28]([C:25]2[N:26]=[CH:27][C:22]([O:21][C:8]3[CH:9]=[C:10]([CH:11]=[C:6]([O:5][C@@H:3]([CH3:4])[C@@H:2]([OH:1])[CH3:31])[CH:7]=3)[C:12]([NH:14][C:15]3[CH:19]=[CH:18][N:17]([CH3:20])[N:16]=3)=[O:13])=[N:23][CH:24]=2)=[O:29])[CH2:56][CH2:59][CH2:58]1.